Dataset: Forward reaction prediction with 1.9M reactions from USPTO patents (1976-2016). Task: Predict the product of the given reaction. (1) Given the reactants Br[C:2]1[N:3]=[C:4]2[C:10]([C:11](=[O:18])[C:12]([CH3:17])([CH3:16])[CH2:13][CH:14]=[CH2:15])=[CH:9][N:8]([CH2:19][O:20][CH2:21][CH2:22][Si:23]([CH3:26])([CH3:25])[CH3:24])[C:5]2=[N:6][CH:7]=1.[CH3:27][O:28][C:29]1[CH:30]=[C:31](B(O)O)[CH:32]=[C:33]([O:37][CH3:38])[C:34]=1[O:35][CH3:36].C(=O)([O-])[O-].[K+].[K+].C(Cl)Cl, predict the reaction product. The product is: [CH3:16][C:12]([CH3:17])([CH2:13][CH:14]=[CH2:15])[C:11]([C:10]1[C:4]2[C:5](=[N:6][CH:7]=[C:2]([C:31]3[CH:32]=[C:33]([O:37][CH3:38])[C:34]([O:35][CH3:36])=[C:29]([O:28][CH3:27])[CH:30]=3)[N:3]=2)[N:8]([CH2:19][O:20][CH2:21][CH2:22][Si:23]([CH3:26])([CH3:25])[CH3:24])[CH:9]=1)=[O:18]. (2) Given the reactants [C:1]1(P(C2C=CC=CC=2)C2C=CC=CC=2)[CH:6]=CC=C[CH:2]=1.[NH2:20][C@H:21]([C:27]([OH:29])=[O:28])[CH2:22][CH2:23][C:24](=[O:26])[NH2:25].[OH-:30].[K+].[N+:32]([O-])(O)=O, predict the reaction product. The product is: [NH2:32][C@H:1]([C:6]([NH:20][C@H:21]([C:27]([OH:29])=[O:28])[CH2:22][CH2:23][C:24](=[O:26])[NH2:25])=[O:30])[CH3:2]. (3) Given the reactants [NH2:1][CH2:2][CH2:3][S:4][CH2:5][C:6]([O:8][CH2:9][CH3:10])=[O:7].[CH3:11][O:12][CH:13]([O:26][CH3:27])[C:14]1[C:23]([CH:24]=O)=[CH:22][C:21]2[CH2:20][CH2:19][CH2:18][NH:17][C:16]=2[N:15]=1.CCN(CC)CC.[BH4-].[Na+], predict the reaction product. The product is: [CH3:27][O:26][CH:13]([O:12][CH3:11])[C:14]1[C:23]([CH2:24][NH:1][CH2:2][CH2:3][S:4][CH2:5][C:6]([O:8][CH2:9][CH3:10])=[O:7])=[CH:22][C:21]2[CH2:20][CH2:19][CH2:18][NH:17][C:16]=2[N:15]=1. (4) Given the reactants [H-].[Al+3].[Li+].[H-].[H-].[H-].Cl.[CH3:8][C:9]1[CH:14]=[CH:13][C:12]([N:15]2[CH2:20][CH2:19][NH:18][CH2:17][CH2:16]2)=[CH:11][CH:10]=1.[Cl:21][C:22]1[CH:27]=[C:26]([Cl:28])[CH:25]=[CH:24][C:23]=1[C:29]1[N:30]([C:39]2[CH:44]=[CH:43][C:42]([Cl:45])=[CH:41][CH:40]=2)[CH:31]=[C:32]([C:34](OCC)=O)[N:33]=1.O, predict the reaction product. The product is: [Cl:45][C:42]1[CH:41]=[CH:40][C:39]([N:30]2[CH:31]=[C:32]([CH2:34][N:18]3[CH2:19][CH2:20][N:15]([C:12]4[CH:11]=[CH:10][C:9]([CH3:8])=[CH:14][CH:13]=4)[CH2:16][CH2:17]3)[N:33]=[C:29]2[C:23]2[CH:24]=[CH:25][C:26]([Cl:28])=[CH:27][C:22]=2[Cl:21])=[CH:44][CH:43]=1. (5) Given the reactants [Br:1][C:2]1[C:10]2[CH:9]=[N:8][C:7](Cl)=[N:6][C:5]=2[N:4]([CH2:12][CH2:13][CH2:14][N:15]2C(=O)C3C(=CC=CC=3)C2=O)[CH:3]=1.[NH2:26][CH2:27][CH2:28][CH2:29][CH2:30][C:31]([OH:33])=[O:32], predict the reaction product. The product is: [NH2:15][CH2:14][CH2:13][CH2:12][N:4]1[C:5]2[N:6]=[C:7]([NH:26][CH2:27][CH2:28][CH2:29][CH2:30][C:31]([OH:33])=[O:32])[N:8]=[CH:9][C:10]=2[C:2]([Br:1])=[CH:3]1.